This data is from Ames mutagenicity test results for genotoxicity prediction. The task is: Regression/Classification. Given a drug SMILES string, predict its toxicity properties. Task type varies by dataset: regression for continuous values (e.g., LD50, hERG inhibition percentage) or binary classification for toxic/non-toxic outcomes (e.g., AMES mutagenicity, cardiotoxicity, hepatotoxicity). Dataset: ames. (1) The drug is CCC[C@@H](O)[C@@H](CC)CO. The result is 0 (non-mutagenic). (2) The result is 1 (mutagenic). The drug is NC(CS/C(Cl)=C(\Cl)C(Cl)=C(Cl)Cl)C(=O)O. (3) The compound is CCCCOCCOCCOCc1cc2c(cc1CCC)OCO2. The result is 0 (non-mutagenic). (4) The drug is CCCCCCCCCCCCOS(=O)(=O)O. The result is 0 (non-mutagenic). (5) The drug is CC(C)O. The result is 0 (non-mutagenic).